This data is from Forward reaction prediction with 1.9M reactions from USPTO patents (1976-2016). The task is: Predict the product of the given reaction. (1) Given the reactants [NH:1]1[C:9]2[C:4](=[CH:5][CH:6]=[CH:7][CH:8]=2)[C:3]2([C:21]3[C:12](=[CH:13][C:14]4OC[CH2:17][O:16][C:15]=4[CH:20]=3)[O:11][CH2:10]2)[C:2]1=[O:22].N1C2C(=CC=CC=2)[C@@]2(C3C(=CC4OCCOC=4C=3)[O:33][CH2:32]2)C1=O.Cl.Cl[CH2:47][C:48]1[C:53]([C:54]([F:57])([F:56])[F:55])=[CH:52][CH:51]=[CH:50][N:49]=1.BrCCCCC, predict the reaction product. The product is: [F:55][C:54]([F:57])([F:56])[C:53]1[C:48]([CH2:47][N:1]2[C:9]3[C:8](=[CH:7][CH:6]=[CH:5][CH:4]=3)[C:3]3([C:21]4[C:12](=[CH:13][C:14]5[CH2:32][O:33][CH2:17][O:16][C:15]=5[CH:20]=4)[O:11][CH2:10]3)[C:2]2=[O:22])=[N:49][CH:50]=[CH:51][CH:52]=1. (2) Given the reactants C([S-])C.[Na+].[SH:5][CH2:6][CH2:7][C:8]1[CH:13]=[CH:12][CH:11]=[C:10]([C:14]2[CH:19]=[CH:18][CH:17]=[C:16]([C:20]([O-:22])=[O:21])[CH:15]=2)[C:9]=1[C:23]([O:25]C)=[O:24], predict the reaction product. The product is: [SH:5][CH2:6][CH2:7][C:8]1[CH:13]=[CH:12][CH:11]=[C:10]([C:14]2[CH:19]=[CH:18][CH:17]=[C:16]([C:20]([OH:22])=[O:21])[CH:15]=2)[C:9]=1[C:23]([OH:25])=[O:24]. (3) Given the reactants [Cl:1][C:2]1[N:6]2[N:7]=[C:8](Cl)[CH:9]=[CH:10][C:5]2=[N:4][N:3]=1.[NH3:12], predict the reaction product. The product is: [Cl:1][C:2]1[N:6]2[N:7]=[C:8]([NH2:12])[CH:9]=[CH:10][C:5]2=[N:4][N:3]=1. (4) The product is: [Cl:23][C:21]1[CH:20]=[CH:19][C:18]2[N:12]([CH2:11][C:10]([CH3:52])([CH3:51])[CH2:9][OH:8])[C:13](=[O:50])[C@@H:14]([CH2:34][CH2:35][C:37]3[CH:42]=[CH:41][C:40]([CH2:43][CH2:44][C:45]([OH:47])=[O:46])=[CH:39][CH:38]=3)[O:15][C@H:16]([C:24]3[CH:29]=[CH:28][CH:27]=[C:26]([O:30][CH3:31])[C:25]=3[O:32][CH3:33])[C:17]=2[CH:22]=1. Given the reactants S(Cl)(Cl)=O.C([O:8][CH2:9][C:10]([CH3:52])([CH3:51])[CH2:11][N:12]1[C:18]2[CH:19]=[CH:20][C:21]([Cl:23])=[CH:22][C:17]=2[C@@H:16]([C:24]2[CH:29]=[CH:28][CH:27]=[C:26]([O:30][CH3:31])[C:25]=2[O:32][CH3:33])[O:15][C@H:14]([CH2:34][C:35]([C:37]2[CH:42]=[CH:41][C:40]([CH2:43][CH2:44][C:45]([O:47]CC)=[O:46])=[CH:39][CH:38]=2)=O)[C:13]1=[O:50])(=O)C.Cl, predict the reaction product. (5) Given the reactants [ClH:1].[N:2]12[CH2:9][CH2:8][CH:5]([CH2:6][CH2:7]1)[C@H:4]([N:10]1[CH:19]=[C:18]3[CH2:20][CH2:21][CH2:22][C:16]4[C:17]3=[C:12]([CH:13]=[CH:14][CH:15]=4)[C:11]1=[O:23])[CH2:3]2, predict the reaction product. The product is: [CH:14]1[CH:13]=[C:12]2[C:11]([N:10]([C@H:4]3[CH:5]4[CH2:8][CH2:9][N:2]([CH2:7][CH2:6]4)[CH2:3]3)[CH2:19][C@H:18]3[CH2:20][CH2:21][CH2:22][C:16](=[C:17]23)[CH:15]=1)=[O:23].[ClH:1].